Predict the product of the given reaction. From a dataset of Forward reaction prediction with 1.9M reactions from USPTO patents (1976-2016). (1) The product is: [CH3:20][O:21][C:16](=[O:17])[C:15]1[CH:14]=[C:13]([F:18])[CH:12]=[CH:11][C:10]=1[C:9]([NH:8][C:6]([O:5][C:1]([CH3:3])([CH3:2])[CH3:4])=[O:7])=[O:19]. Given the reactants [C:1]([O:5][C:6]([N:8]1[C:16](=[O:17])[C:15]2[C:10](=[CH:11][CH:12]=[C:13]([F:18])[CH:14]=2)[C:9]1=[O:19])=[O:7])([CH3:4])([CH3:3])[CH3:2].[CH3:20][OH:21], predict the reaction product. (2) Given the reactants [Cl:1][C:2]1[CH:6]=[C:5]([CH:7]=[CH2:8])[NH:4][C:3]=1[C:9]([O:11][CH3:12])=[O:10].B1C2CCCC1CCC2.[OH-:22].[Na+].OO, predict the reaction product. The product is: [Cl:1][C:2]1[CH:6]=[C:5]([CH2:7][CH2:8][OH:22])[NH:4][C:3]=1[C:9]([O:11][CH3:12])=[O:10].